This data is from Catalyst prediction with 721,799 reactions and 888 catalyst types from USPTO. The task is: Predict which catalyst facilitates the given reaction. (1) Reactant: [C:1]([O:5][C:6]([N:8]1[CH2:12][CH2:11][CH2:10][C@H:9]1[CH2:13][NH:14][C:15]1[C:16]([O:29][C:30]2[CH:35]=[CH:34][C:33]([O:36][CH3:37])=[CH:32][CH:31]=2)=[N:17][C:18]([C:21]2[CH:22]=[N:23][CH:24]=[C:25]([CH:27]=[O:28])[CH:26]=2)=[N:19][CH:20]=1)=[O:7])([CH3:4])([CH3:3])[CH3:2].[Li+].[BH4-]. Product: [C:1]([O:5][C:6]([N:8]1[CH2:12][CH2:11][CH2:10][C@H:9]1[CH2:13][NH:14][C:15]1[C:16]([O:29][C:30]2[CH:31]=[CH:32][C:33]([O:36][CH3:37])=[CH:34][CH:35]=2)=[N:17][C:18]([C:21]2[CH:22]=[N:23][CH:24]=[C:25]([CH2:27][OH:28])[CH:26]=2)=[N:19][CH:20]=1)=[O:7])([CH3:4])([CH3:3])[CH3:2]. The catalyst class is: 20. (2) Reactant: [F:1][C:2]([F:7])([F:6])[C:3]([OH:5])=[O:4].[Cl:8][C:9]1[CH:14]=[CH:13][C:12]([NH:15][C:16](=[O:31])[CH2:17][N:18]2[CH2:23][CH2:22][N:21](C(OC(C)(C)C)=O)[CH2:20][CH2:19]2)=[CH:11][C:10]=1[NH:32][C:33]1[S:34]/[C:35](=[CH:39]\[C:40]2[CH:41]=[C:42]3[C:47](=[CH:48][CH:49]=2)[N:46]=[CH:45][CH:44]=[CH:43]3)/[C:36](=[O:38])[N:37]=1. Product: [F:1][C:2]([F:7])([F:6])[C:3]([OH:5])=[O:4].[Cl:8][C:9]1[CH:14]=[CH:13][C:12]([NH:15][C:16](=[O:31])[CH2:17][N:18]2[CH2:19][CH2:20][NH:21][CH2:22][CH2:23]2)=[CH:11][C:10]=1[NH:32][C:33]1[S:34]/[C:35](=[CH:39]\[C:40]2[CH:41]=[C:42]3[C:47](=[CH:48][CH:49]=2)[N:46]=[CH:45][CH:44]=[CH:43]3)/[C:36](=[O:38])[N:37]=1. The catalyst class is: 4.